From a dataset of Full USPTO retrosynthesis dataset with 1.9M reactions from patents (1976-2016). Predict the reactants needed to synthesize the given product. (1) Given the product [CH3:8][S:9]([O:32][CH2:31][CH:20]1[CH:21]([C:24]2[CH:29]=[CH:28][CH:27]=[CH:26][C:25]=2[CH3:30])[CH2:22][CH2:23][N:18]([CH3:17])[CH2:19]1)(=[O:11])=[O:10], predict the reactants needed to synthesize it. The reactants are: C(N(CC)CC)C.[CH3:8][S:9](Cl)(=[O:11])=[O:10].C(Cl)(Cl)Cl.[CH3:17][N:18]1[CH2:23][CH2:22][CH:21]([C:24]2[CH:29]=[CH:28][CH:27]=[CH:26][C:25]=2[CH3:30])[CH:20]([CH2:31][OH:32])[CH2:19]1. (2) Given the product [F:32][C:33]1[CH:38]=[CH:37][C:36]([CH2:39][O:40][CH2:41][CH:42]=[CH:43][CH2:44][C@@H:17]([O:16][C:15]2[CH:29]=[CH:30][C:12]([F:11])=[C:13]([CH3:31])[CH:14]=2)[C:18]([N:20]2[C@@H:24]([CH:25]([CH3:26])[CH3:27])[CH2:23][O:22][C:21]2=[O:28])=[O:19])=[CH:35][C:34]=1[CH3:46], predict the reactants needed to synthesize it. The reactants are: C[Si]([N-][Si](C)(C)C)(C)C.[Li+].[F:11][C:12]1[CH:30]=[CH:29][C:15]([O:16][CH2:17][C:18]([N:20]2[C@@H:24]([CH:25]([CH3:27])[CH3:26])[CH2:23][O:22][C:21]2=[O:28])=[O:19])=[CH:14][C:13]=1[CH3:31].[F:32][C:33]1[CH:38]=[CH:37][C:36]([CH2:39][O:40][CH2:41][CH:42]=[CH:43][CH2:44]I)=[CH:35][C:34]=1[CH3:46].[NH4+].[Cl-]. (3) Given the product [C:3]([N:6]1[CH2:15][CH2:14][C:13]2[C:8](=[CH:9][C:10]([O:16][CH2:17][C:18]3([C:30]([OH:32])=[O:31])[CH2:19][CH2:20][N:21]([C:24]4[CH:25]=[CH:26][N:27]=[CH:28][CH:29]=4)[CH2:22][CH2:23]3)=[CH:11][CH:12]=2)[CH2:7]1)(=[NH:4])[NH2:5], predict the reactants needed to synthesize it. The reactants are: Cl.Cl.[C:3]([N:6]1[CH2:15][CH2:14][C:13]2[C:8](=[CH:9][C:10]([O:16][CH2:17][C:18]3([C:30]([OH:32])=[O:31])[CH2:23][CH2:22][N:21]([C:24]4[CH:29]=[CH:28][N:27]=[CH:26][CH:25]=4)[CH2:20][CH2:19]3)=[CH:11][CH:12]=2)[CH2:7]1)(=[NH:5])[NH2:4]. (4) Given the product [CH2:1]([C:5]1[CH:10]=[CH:9][C:8]([CH2:11][C:12]2[CH:17]=[C:16]([C:18]3[C:19]([NH2:25])=[N:20][C:21]([NH2:24])=[CH:22][CH:23]=3)[O:14][N:13]=2)=[CH:7][CH:6]=1)[CH2:2][CH2:3][CH3:4], predict the reactants needed to synthesize it. The reactants are: [CH2:1]([C:5]1[CH:10]=[CH:9][C:8]([CH2:11][C:12](Cl)=[N:13][OH:14])=[CH:7][CH:6]=1)[CH2:2][CH2:3][CH3:4].[C:16]([C:18]1[C:19]([NH2:25])=[N:20][C:21]([NH2:24])=[CH:22][CH:23]=1)#[CH:17].C(N(CC)CC)C. (5) Given the product [F:37][C:32]1[CH:31]=[C:30]([O:29][C:27](=[O:28])[N:2]([C@H:3]2[CH2:4][CH2:5][C@H:6]([CH2:9][CH2:10][CH2:11][CH2:12][CH2:13][N:41]([CH2:38][CH:39]=[CH2:40])[CH3:42])[CH2:7][CH2:8]2)[CH3:1])[CH:35]=[C:34]([F:36])[CH:33]=1, predict the reactants needed to synthesize it. The reactants are: [CH3:1][NH:2][C@H:3]1[CH2:8][CH2:7][C@H:6]([CH2:9][CH2:10][CH2:11][CH2:12][CH2:13]OS(C)(=O)=O)[CH2:5][CH2:4]1.FC(F)(F)C(O)=O.Cl[C:27]([O:29][C:30]1[CH:35]=[C:34]([F:36])[CH:33]=[C:32]([F:37])[CH:31]=1)=[O:28].[CH2:38]([NH:41][CH3:42])[CH:39]=[CH2:40]. (6) Given the product [OH:28][C@@H:24]1[C@H:25]([OH:26])[O:31][C@@H:22]([CH2:21][CH2:20][C:17]2[CH:18]=[CH:19][C:14]([C:11]3[CH:10]=[CH:9][C:8]([O:7][CH3:6])=[CH:13][CH:12]=3)=[CH:15][CH:16]=2)[C@@H:23]1[CH2:32][CH2:33][N:34]1[C:39](=[O:40])[C:38]2[CH:41]=[CH:42][CH:43]=[CH:44][C:37]=2[N:36]=[N:35]1, predict the reactants needed to synthesize it. The reactants are: Cl(O)(=O)(=O)=O.[CH3:6][O:7][C:8]1[CH:13]=[CH:12][C:11]([C:14]2[CH:19]=[CH:18][C:17]([CH2:20][CH2:21][C@@H:22]3[O:31][C@H:25]4[O:26]C(C)(C)[O:28][C@H:24]4[C@H:23]3[CH2:32][CH2:33][N:34]3[C:39](=[O:40])[C:38]4[CH:41]=[CH:42][CH:43]=[CH:44][C:37]=4[N:36]=[N:35]3)=[CH:16][CH:15]=2)=[CH:10][CH:9]=1. (7) Given the product [CH2:1]([C@H:7]1[O:8][C:11]2=[N:15][C:14]3[CH:16]=[CH:17][CH:18]=[CH:19][C:13]=3[N:12]2[CH2:9]1)[CH2:2][CH2:3][CH2:4][CH2:5][CH3:6], predict the reactants needed to synthesize it. The reactants are: [CH2:1]([CH:7]1[CH2:9][O:8]1)[CH2:2][CH2:3][CH2:4][CH2:5][CH3:6].Cl[C:11]1[NH:12][C:13]2[CH:19]=[CH:18][CH:17]=[CH:16][C:14]=2[N:15]=1.C(=O)([O-])[O-].[Cs+].[Cs+].[H-].[Na+].[H][H].